Dataset: Drug-target binding data from BindingDB using Ki measurements. Task: Regression. Given a target protein amino acid sequence and a drug SMILES string, predict the binding affinity score between them. We predict pKi (pKi = -log10(Ki in M); higher means stronger inhibition). Dataset: bindingdb_ki. (1) The drug is CN1CCN2c3ncccc3Cc3ccccc3C2C1. The target is MLLARMKPQVQPELGGADQ. The pKi is 5.0. (2) The small molecule is O=C1CC[C@@]2(CO)[C@@H](O)[C@H](O)[C@H](O)CN12. The target protein (C0HJB3) has sequence MKYNTGAGTVPEQLNVHLVPHSHDDVGWLKTVDQYYVGSENYIQEACVENVLDSVVMSLQRDPNRKFVFGEMAFFHRWWLEQTPETKELKLVKAGQLEFVNGGWCMHDEATTHYIDMIDHTTLGHRFLQEQFNKIPRAGWQIDPFGHSAVQGYLLGAELGFDSVHFARIDYQDREKRKGEKSLEVVWRGSKTFGSSAQIFANAFPGHYGPPNGFNFEVRNNFVPLQDDPRLFDTNVEERVQNFLDAALTQAKLTRTNHLMWTMGDDFQYQYAESWFKQMDKLLHHVNKDGRVNALYSTPSLYTEAKNAANQTWPLKIDDYFPYADGRNAYWTGFYTSRMLSGYYLATRHSGFFAGKKSTKYHAFDLADALGIAQHHDAVSGTAKQHTTNDYAKRLALGASKAEAVVSSSLACLTSKQSADQCSAPASAFSQCHLFNISYCPPTESSLPDDKSLVVVVYNPLGWSRNEIVRIPVNDANLVVKDSSGNKLEVQYVEMDDVTA.... The pKi is 6.0. (3) The compound is CCCOc1ccc2ccc(=O)oc2c1C(C)=O. The target protein sequence is LPLPFFNMDTSHWPQGIGLAKAVEPSKPVPVTERKPRPQKEQAINCPRCNSTNTKFCYYNNYSLSQPRYFCKTCRRYWTDGGSLRNVPVGGGSRKNKRSNSSSNNSSSSTSSSYKKIPDLTIPTSSSTQNPKIINEPHDLNLTFNPSTTSNFSNISEFMALPLMNPNSTTSFMSSIMPQISDSNNIMYSSSSTGLPNLHDLKPTLNFSLDGFDNNNGYGSLQGETAGAKLFFPL. The pKi is 9.0. (4) The small molecule is CN(C(=O)Cc1ccccc1)[C@H]1CC[C@@]2(CCCO2)C[C@@H]1N1CCCC1. The target protein sequence is MDSPIQIFRGEPGPTCAPSACLPPNSSAWFPGWAEPDSNGSAGSEDAQLEPAHISPAIPVIITAVYSVVFVVGLVGNSLVMFVIIRYTKMKTATNIYIFNLALADALVTTTMPFQSTVYLMNSWPFGDVLCKIVISIDYYNMFTSIFTLTMMSVDRYIAVCHPVKALDFRTPLKAKIINICIWLLSSSVGISAIVLGGTAVREDVDVIECSLQFPDDDYSWWDLFMKICVFIFAFVIPVLIIIVCYTLMILRLKSVRLLSGSREKDRNLRRITRLVLVVVAVFVVCWTPIHIFILVEALGSTSHSTAALSSYYFCIALGYTNSSLNPILYAFLDENFKRCFRDFCFPLKMRMERQSTSRVRNTVQDPAYLRDIDGMNKPV. The pKi is 8.0. (5) The small molecule is NC1(C(=O)O)CCc2c(cccc2N(CCCl)CCCl)C1. The target protein (Q63016) has sequence MAVAGAKRRAVAAPATTAAEEERQAREKMLEARRGDGADPEGEGVTLQRNITLINGVAIIVGTIIGSGIFVTPTGVLKEAGSPGLSLVVWAVCGVFSIVGALCYAELGTTISKSGGDYAYMLEVYGSLPAFLKLWIELLIIRPSSQYIVALVFATYLLKPVFPTCPVPEEAAKLVACLCVLLLTAVNCYSVKAATRVQDAFAAAKLLALALIILLGFIQMGKDIGQGDASNLHQKLSFEGTNLDVGNIVLALYSGLFAYGGWNYLNFVTEEMINPYRNLPLAIIISLPIVTLVYVLTNLAYFTTLSTNQMLTSEAVAVDFGNYHLGVMSWIIPVFVGLSCFGSVNGSLFTSSRLFFVGSREGHLPSILSMIHPQLLTPVPSLVFTCVMTLMYAFSRDIFSIINFFSFFNWLCVALAIIGMMWLRFKKPELERPIKVNLALPVFFILACLFLIAVSFWKTPLECGIGFAIILSGLPVYFFGVWWKNKPKWILQVIFSVTVL.... The pKi is 4.6. (6) The target protein sequence is MLANNSTIALTSIKISLTFLMSLLAIAIMLGNVVVILAFIVDRNLRHRSNYFFLNLAIADFFVGAIAIPLYIPSSLTYWTSGKQACVFWLITDYLLCTASVYNIVLISYDRYQSVSNAVWYRAQHSGTWKIATQMVAVWIFSFMTNGPMILISDSWQNSTTECEPGFLKKWYFALPTSLLEFLIPILLVAYFSAHIYWSLWKREKLSRCLSHPVLPSDSSSSDHGHSCRQDPDSRATLPARKETTASLGSDKSRRKSSLLFSIRAYKNSNVIASKMGFLSHSDSLALQQREHIELFRARKLAKSLAILLAAFAICWAPYSLTTVIYSFFPERNLTKSTWYHTAFWLQWFNSFVNPFLYPLCHKRFQKAFLKILPVRRQSTPPHNRSIST. The pKi is 6.0. The compound is CN1CCN(C(=O)c2cc3cc(Cl)ccc3[nH]2)CC1. (7) The small molecule is COc1ccc(-c2c(N)oc3ccc(Cl)cc3c2=O)cc1. The target protein (P22748) has sequence MRMLLALLALSAARPSASAESHWCYEVQAESSNYPCLVPVKWGGNCQKDRQSPINIVTTKAKVDKKLGRFFFSGYDKKQTWTVQNNGHSVMMLLENKASISGGGLPAPYQAKQLHLHWSDLPYKGSEHSLDGEHFAMEMHIVHEKEKGTSRNVKEAQDPEDEIAVLAFLVEAGTQVNEGFQPLVEALSNIPKPEMSTTMAESSLLDLLPKEEKLRHYFRYLGSLTTPTCDEKVVWTVFREPIQLHREQILAFSQKLYYDKEQTVSMKDNVRPLQQLGQRTVIKSGAPGRPLPWALPALLGPMLACLLAGFLR. The pKi is 5.4. (8) The drug is CCOc1ccc(NC(=S)N(CCO)Cc2cc3cc(C)cc(C)c3[nH]c2=O)cc1. The target protein (P05804) has sequence MLRPVETPTREIKKLDGLWAFSLDRENCGIDQRWWESALQESRAIAVPGSFNDQFADADIRNYAGNVWYQREVFIPKGWAGQRIVLRFDAVTHYGKVWVNNQEVMEHQGGYTPFEADVTPYVIAGKSVRITVCVNNELNWQTIPPGMVITDENGKKKQSYFHDFFNYAGIHRSVMLYTTPNTWVDDITVVTHVAQDCNHASVDWQVVANGDVSVELRDADQQVVATGQGTSGTLQVVNPHLWQPGEGYLYELCVTAKSQTECDIYPLRVGIRSVAVKGEQFLINHKPFYFTGFGRHEDADLRGKGFDNVLMVHDHALMDWIGANSYRTSHYPYAEEMLDWADEHGIVVIDETAAVGFNLSLGIGFEAGNKPKELYSEEAVNGETQQAHLQAIKELIARDKNHPSVVMWSIANEPDTRPQGAREYFAPLAEATRKLDPTRPITCVNVMFCDAHTDTISDLFDVLCLNRYYGWYVQSGDLETAEKVLEKELLAWQEKLHQPI.... The pKi is 6.8.